Task: Regression/Classification. Given a drug SMILES string, predict its absorption, distribution, metabolism, or excretion properties. Task type varies by dataset: regression for continuous measurements (e.g., permeability, clearance, half-life) or binary classification for categorical outcomes (e.g., BBB penetration, CYP inhibition). Dataset: b3db_classification.. Dataset: Blood-brain barrier permeability classification from the B3DB database (1) The molecule is CO/N=C(/C(=O)N[C@@H]1C(=O)N2C(C(=O)O)=C(COC(N)=O)CS[C@H]12)c1ccco1. The result is 1 (penetrates BBB). (2) The molecule is CC(C)(O)C(F)(F)F. The result is 1 (penetrates BBB). (3) The compound is O=C(Cc1ccc(Cl)c(Cl)c1)N1CCc2sccc2[C@H]1CN1CCCC1. The result is 1 (penetrates BBB). (4) The compound is CC(C)C[C@H](CN)CC(=O)O. The result is 1 (penetrates BBB). (5) The molecule is CC(=O)N1CCN(C(=O)Cc2ccc(S(C)(=O)=O)cc2)[C@@H](CN2CC[C@H](O)C2)C1. The result is 0 (does not penetrate BBB).